This data is from Reaction yield outcomes from USPTO patents with 853,638 reactions. The task is: Predict the reaction yield, written as a fraction of the theoretical maximum amount of product (1.0 means a 100% yield; for example, 0.34 means a 34% yield). (1) The reactants are Cl.[F:2][C:3]1[CH:8]=[CH:7][C:6]([NH:9][NH2:10])=[CH:5][CH:4]=1.CN(C)[CH:13]=[C:14]([C:20]([C:22]1[CH:32]=[CH:31][C:25]2[O:26][CH2:27][C:28](=[O:30])[NH:29][C:24]=2[CH:23]=1)=O)[C:15]([O:17][CH2:18][CH3:19])=[O:16]. No catalyst specified. The product is [F:2][C:3]1[CH:8]=[CH:7][C:6]([N:9]2[C:20]([C:22]3[CH:32]=[CH:31][C:25]4[O:26][CH2:27][C:28](=[O:30])[NH:29][C:24]=4[CH:23]=3)=[C:14]([C:15]([O:17][CH2:18][CH3:19])=[O:16])[CH:13]=[N:10]2)=[CH:5][CH:4]=1. The yield is 0.130. (2) The reactants are O[C:2]1[CH:7]=[C:6]([C:8]2[CH:13]=[CH:12][CH:11]=[CH:10][CH:9]=2)[N:5]=[C:4]2[C:14]3[CH:20]=[C:19]([Br:21])[CH:18]=[CH:17][C:15]=3[O:16][C:3]=12.O=P(Cl)(Cl)[Cl:24]. No catalyst specified. The product is [Br:21][C:19]1[CH:18]=[CH:17][C:15]2[O:16][C:3]3[C:4](=[N:5][C:6]([C:8]4[CH:13]=[CH:12][CH:11]=[CH:10][CH:9]=4)=[CH:7][C:2]=3[Cl:24])[C:14]=2[CH:20]=1. The yield is 0.710. (3) The reactants are [CH3:1][O:2][C:3](=[O:47])[CH2:4][C:5]1[CH:10]=[CH:9][CH:8]=[C:7]([O:11][CH2:12][CH2:13][N:14]2[CH2:20][CH2:19][CH2:18][N:17]([C:21]3[CH:26]=[CH:25][C:24]([CH2:27][N:28]4[C:36](=[O:37])[NH:35][C:34]5[C:29]4=[N:30][C:31]([O:39][CH2:40][CH2:41][CH2:42][CH3:43])=[N:32][C:33]=5[NH2:38])=[CH:23][C:22]=3[N+:44]([O-])=O)[CH2:16][CH2:15]2)[CH:6]=1. The catalyst is C1COCC1.[OH-].[OH-].[Pd+2]. The product is [CH3:1][O:2][C:3](=[O:47])[CH2:4][C:5]1[CH:10]=[CH:9][CH:8]=[C:7]([O:11][CH2:12][CH2:13][N:14]2[CH2:20][CH2:19][CH2:18][N:17]([C:21]3[CH:26]=[CH:25][C:24]([CH2:27][N:28]4[C:36](=[O:37])[NH:35][C:34]5[C:29]4=[N:30][C:31]([O:39][CH2:40][CH2:41][CH2:42][CH3:43])=[N:32][C:33]=5[NH2:38])=[CH:23][C:22]=3[NH2:44])[CH2:16][CH2:15]2)[CH:6]=1. The yield is 0.320. (4) The product is [F:16][C:10]1[CH:11]=[C:12]([F:15])[CH:13]=[CH:14][C:9]=1[O:8][C:7]1[CH:6]=[CH:5][C:4]([S:17]([NH2:20])(=[O:19])=[O:18])=[CH:3][C:2]=1[I:26]. The yield is 0.580. The reactants are N[C:2]1[CH:3]=[C:4]([S:17]([NH2:20])(=[O:19])=[O:18])[CH:5]=[CH:6][C:7]=1[O:8][C:9]1[CH:14]=[CH:13][C:12]([F:15])=[CH:11][C:10]=1[F:16].Cl.N([O-])=O.[Na+].[I-:26].[K+]. The catalyst is O1CCOCC1.O. (5) The reactants are C([O:3][C:4]([C:6]1[S:7][CH:8]=[C:9]([C:11]2[C:19]3[C:14](=[N:15][CH:16]=[C:17]([CH2:20][CH:21]([CH3:23])[CH3:22])[CH:18]=3)[N:13](S(C3C=CC=CC=3)(=O)=O)[CH:12]=2)[N:10]=1)=[O:5])C.[OH-].[Na+]. The catalyst is CCO. The product is [CH2:20]([C:17]1[CH:18]=[C:19]2[C:11]([C:9]3[N:10]=[C:6]([C:4]([OH:5])=[O:3])[S:7][CH:8]=3)=[CH:12][NH:13][C:14]2=[N:15][CH:16]=1)[CH:21]([CH3:23])[CH3:22]. The yield is 0.900. (6) The reactants are [Cl:1][C:2]([F:13])([F:12])[C:3]1[N:8]=[CH:7][C:6]([C:9](=[O:11])[CH3:10])=[CH:5][CH:4]=1.[BH4-].[Na+].Cl. The catalyst is CO. The product is [Cl:1][C:2]([F:12])([F:13])[C:3]1[N:8]=[CH:7][C:6]([CH:9]([OH:11])[CH3:10])=[CH:5][CH:4]=1. The yield is 0.930. (7) The reactants are [F:1][C:2]([F:12])([F:11])[O:3][C:4]1[CH:10]=[CH:9][C:7]([NH2:8])=[CH:6][CH:5]=1.[S-:13][C:14]#[N:15].[K+].BrBr.[OH-].[NH4+]. The catalyst is C(O)(=O)C.O. The product is [F:1][C:2]([F:11])([F:12])[O:3][C:4]1[CH:10]=[CH:9][C:7]2[N:8]=[C:14]([NH2:15])[S:13][C:6]=2[CH:5]=1. The yield is 0.860. (8) The reactants are Cl[C:2]1[CH:3]=[C:4]([N:21]([CH:31]2[CH2:33][CH2:32]2)[CH2:22][C:23]2[CH:28]=[CH:27][C:26]([O:29][CH3:30])=[CH:25][CH:24]=2)[C:5]2[N:6]([C:8]([C:11]([NH:13][C:14]3[CH:19]=[CH:18][N:17]=[C:16]([Cl:20])[CH:15]=3)=[O:12])=[CH:9][N:10]=2)[N:7]=1.[NH2:34][C@H:35]1[CH2:40][CH2:39][C@H:38]([NH2:41])[CH2:37][CH2:36]1. The catalyst is CN1CCCC1=O.O. The product is [NH2:34][C@H:35]1[CH2:40][CH2:39][C@H:38]([NH:41][C:2]2[CH:3]=[C:4]([N:21]([CH:31]3[CH2:33][CH2:32]3)[CH2:22][C:23]3[CH:28]=[CH:27][C:26]([O:29][CH3:30])=[CH:25][CH:24]=3)[C:5]3[N:6]([C:8]([C:11]([NH:13][C:14]4[CH:19]=[CH:18][N:17]=[C:16]([Cl:20])[CH:15]=4)=[O:12])=[CH:9][N:10]=3)[N:7]=2)[CH2:37][CH2:36]1. The yield is 0.980.